Task: Predict the product of the given reaction.. Dataset: Forward reaction prediction with 1.9M reactions from USPTO patents (1976-2016) (1) The product is: [NH2:8][C:7]1[C:2]([Br:1])=[CH:3][C:4]([F:11])=[CH:5][C:6]=1[SH:10]. Given the reactants [Br:1][C:2]1[C:7]2[N:8]=C[S:10][C:6]=2[CH:5]=[C:4]([F:11])[CH:3]=1.NN.O, predict the reaction product. (2) Given the reactants [BH4-].[Na+].B(F)(F)F.B#B.[Cl:9][C:10]1[C:18]2[O:17][N:16]=[C:15]([CH3:19])[C:14]=2[CH:13]=[C:12]([C:20](O)=[O:21])[C:11]=1[N:23]1[CH2:28][C@H:27]([CH3:29])[O:26][C@H:25]([CH3:30])[CH2:24]1, predict the reaction product. The product is: [Cl:9][C:10]1[C:18]2[O:17][N:16]=[C:15]([CH3:19])[C:14]=2[CH:13]=[C:12]([CH2:20][OH:21])[C:11]=1[N:23]1[CH2:24][C@H:25]([CH3:30])[O:26][C@H:27]([CH3:29])[CH2:28]1.